Dataset: Forward reaction prediction with 1.9M reactions from USPTO patents (1976-2016). Task: Predict the product of the given reaction. (1) Given the reactants [Cl:1][C:2]1[N:3]=[C:4]([C:9]([NH:11][C@H:12]2[CH2:17][CH2:16][N:15]([C:18](OC(C)(C)C)=O)[CH2:14][C@H:13]2[N:25]([CH3:27])[CH3:26])=[O:10])[NH:5][C:6]=1[CH2:7][CH3:8].Cl.O1CCOCC1.BrC1[S:37][C:38]([C:42]([O:44][CH2:45][CH3:46])=[O:43])=[C:39]([CH3:41])[N:40]=1.C(=O)([O-])[O-].[Na+].[Na+], predict the reaction product. The product is: [Cl:1][C:2]1[N:3]=[C:4]([C:9]([NH:11][C@H:12]2[CH2:17][CH2:16][N:15]([C:18]3[S:37][C:38]([C:42]([O:44][CH2:45][CH3:46])=[O:43])=[C:39]([CH3:41])[N:40]=3)[CH2:14][C@H:13]2[N:25]([CH3:26])[CH3:27])=[O:10])[NH:5][C:6]=1[CH2:7][CH3:8]. (2) Given the reactants [Br:1][C:2]1[CH:3]=[C:4]([C:8]2(C3C=CN=CC=3)[C:16]3[C:11](=[CH:12][CH:13]=[C:14]([Cl:17])[CH:15]=3)[C:10]([NH2:18])=[N:9]2)[CH:5]=[CH:6][CH:7]=1.[CH3:25][C:26]([S:29](N)=[O:30])([CH3:28])[CH3:27].C(=O)(O)[O-].[Na+], predict the reaction product. The product is: [Br:1][C:2]1[CH:3]=[C:4](/[C:8](/[C:16]2[CH:15]=[C:14]([Cl:17])[CH:13]=[CH:12][C:11]=2[C:10]#[N:18])=[N:9]\[S:29]([C:26]([CH3:28])([CH3:27])[CH3:25])=[O:30])[CH:5]=[CH:6][CH:7]=1. (3) Given the reactants [NH2:1][CH2:2][CH2:3][O:4][C@@H:5]([C:19]1[CH:24]=[C:23]([F:25])[CH:22]=[C:21]([Cl:26])[CH:20]=1)[C@@H:6]1[CH2:11][CH2:10][CH2:9][N:8]([C:12]([O:14][C:15]([CH3:18])([CH3:17])[CH3:16])=[O:13])[CH2:7]1.CCN(CC)CC.Cl[C:35]([O:37][CH3:38])=[O:36].O, predict the reaction product. The product is: [Cl:26][C:21]1[CH:20]=[C:19]([C@H:5]([O:4][CH2:3][CH2:2][NH:1][C:35]([O:37][CH3:38])=[O:36])[C@@H:6]2[CH2:11][CH2:10][CH2:9][N:8]([C:12]([O:14][C:15]([CH3:18])([CH3:17])[CH3:16])=[O:13])[CH2:7]2)[CH:24]=[C:23]([F:25])[CH:22]=1. (4) Given the reactants [NH2:1][C:2]1[CH:3]=[C:4]([CH:8]=[CH:9][CH:10]=1)[C:5](O)=[O:6].B.[NH4+].[Cl-], predict the reaction product. The product is: [NH2:1][C:2]1[CH:3]=[C:4]([CH2:5][OH:6])[CH:8]=[CH:9][CH:10]=1. (5) Given the reactants Cl.[CH:2]1([CH2:5][O:6][C:7]2[CH:12]=[CH:11][C:10]([O:13][CH3:14])=[CH:9][C:8]=2[C:15]2[C:16]3[NH:23][C:22]([CH3:24])=[C:21]([C:25]([NH:27][C@@H:28]4[CH2:32][CH2:31][NH:30][CH2:29]4)=[O:26])[C:17]=3[N:18]=[CH:19][N:20]=2)[CH2:4][CH2:3]1.[CH3:33][O:34][CH2:35][C:36](Cl)=[O:37], predict the reaction product. The product is: [CH:2]1([CH2:5][O:6][C:7]2[CH:12]=[CH:11][C:10]([O:13][CH3:14])=[CH:9][C:8]=2[C:15]2[C:16]3[NH:23][C:22]([CH3:24])=[C:21]([C:25]([NH:27][C@@H:28]4[CH2:32][CH2:31][N:30]([C:36](=[O:37])[CH2:35][O:34][CH3:33])[CH2:29]4)=[O:26])[C:17]=3[N:18]=[CH:19][N:20]=2)[CH2:4][CH2:3]1. (6) Given the reactants COCCOC.Br[C:8]1[CH:13]=[CH:12][C:11]2[O:14][CH2:15][O:16][C:10]=2[CH:9]=1.C([Li])CCC.[CH2:22]([N:25]1[C@H:29]([CH2:30][CH2:31][CH3:32])[CH2:28]OS1(=O)=O)[CH2:23][CH3:24], predict the reaction product. The product is: [CH2:15]1[O:14][C:11]2[CH:12]=[CH:13][C:8]([CH2:28][C@H:29]([NH:25][CH2:22][CH2:23][CH3:24])[CH2:30][CH2:31][CH3:32])=[CH:9][C:10]=2[O:16]1. (7) Given the reactants [C:1]([NH:4][C:5]1[S:6][C:7]([C:11]2[S:15][C:14]([S:16](Cl)(=[O:18])=[O:17])=[CH:13][CH:12]=2)=[C:8]([CH3:10])[N:9]=1)(=[O:3])[CH3:2].C(N(CC)CC)C.[CH3:27][O:28][CH2:29][CH2:30][NH:31][CH3:32], predict the reaction product. The product is: [CH3:27][O:28][CH2:29][CH2:30][N:31]([CH3:32])[S:16]([C:14]1[S:15][C:11]([C:7]2[S:6][C:5]([NH:4][C:1](=[O:3])[CH3:2])=[N:9][C:8]=2[CH3:10])=[CH:12][CH:13]=1)(=[O:18])=[O:17]. (8) Given the reactants [H-].[Na+].[CH3:3][O:4][C:5]1[CH:12]=[CH:11][C:8]([CH2:9][OH:10])=[CH:7][CH:6]=1.[H][H].Br[C:16]1[C:21]([O:22][CH3:23])=[CH:20][N:19]=[CH:18][C:17]=1[O:24][CH3:25], predict the reaction product. The product is: [CH3:25][O:24][C:17]1[CH:18]=[N:19][CH:20]=[C:21]([O:22][CH3:23])[C:16]=1[O:10][CH2:9][C:8]1[CH:11]=[CH:12][C:5]([O:4][CH3:3])=[CH:6][CH:7]=1.